Task: Regression. Given two drug SMILES strings and cell line genomic features, predict the synergy score measuring deviation from expected non-interaction effect.. Dataset: NCI-60 drug combinations with 297,098 pairs across 59 cell lines (1) Drug 2: C1CN(P(=O)(OC1)NCCCl)CCCl. Synergy scores: CSS=-15.6, Synergy_ZIP=11.5, Synergy_Bliss=3.45, Synergy_Loewe=-14.7, Synergy_HSA=-14.0. Drug 1: COC1=C2C(=CC3=C1OC=C3)C=CC(=O)O2. Cell line: A498. (2) Drug 1: CC12CCC3C(C1CCC2=O)CC(=C)C4=CC(=O)C=CC34C. Drug 2: CC1=C(C=C(C=C1)NC(=O)C2=CC=C(C=C2)CN3CCN(CC3)C)NC4=NC=CC(=N4)C5=CN=CC=C5. Cell line: SF-268. Synergy scores: CSS=51.4, Synergy_ZIP=3.73, Synergy_Bliss=3.22, Synergy_Loewe=2.49, Synergy_HSA=1.94. (3) Drug 1: CCCCC(=O)OCC(=O)C1(CC(C2=C(C1)C(=C3C(=C2O)C(=O)C4=C(C3=O)C=CC=C4OC)O)OC5CC(C(C(O5)C)O)NC(=O)C(F)(F)F)O. Drug 2: C1=NC2=C(N1)C(=S)N=CN2. Cell line: IGROV1. Synergy scores: CSS=42.8, Synergy_ZIP=-2.32, Synergy_Bliss=-1.54, Synergy_Loewe=-9.51, Synergy_HSA=-0.271. (4) Drug 1: CC12CCC(CC1=CCC3C2CCC4(C3CC=C4C5=CN=CC=C5)C)O. Drug 2: CC1C(C(=O)NC(C(=O)N2CCCC2C(=O)N(CC(=O)N(C(C(=O)O1)C(C)C)C)C)C(C)C)NC(=O)C3=C4C(=C(C=C3)C)OC5=C(C(=O)C(=C(C5=N4)C(=O)NC6C(OC(=O)C(N(C(=O)CN(C(=O)C7CCCN7C(=O)C(NC6=O)C(C)C)C)C)C(C)C)C)N)C. Cell line: SNB-75. Synergy scores: CSS=16.9, Synergy_ZIP=9.05, Synergy_Bliss=10.5, Synergy_Loewe=10.3, Synergy_HSA=9.93. (5) Drug 1: CC1=C(C=C(C=C1)NC(=O)C2=CC=C(C=C2)CN3CCN(CC3)C)NC4=NC=CC(=N4)C5=CN=CC=C5. Drug 2: C1C(C(OC1N2C=NC3=C2NC=NCC3O)CO)O. Cell line: SK-OV-3. Synergy scores: CSS=1.32, Synergy_ZIP=1.43, Synergy_Bliss=3.91, Synergy_Loewe=0.294, Synergy_HSA=-0.313. (6) Cell line: NCI-H460. Drug 1: CC1C(C(=O)NC(C(=O)N2CCCC2C(=O)N(CC(=O)N(C(C(=O)O1)C(C)C)C)C)C(C)C)NC(=O)C3=C4C(=C(C=C3)C)OC5=C(C(=O)C(=C(C5=N4)C(=O)NC6C(OC(=O)C(N(C(=O)CN(C(=O)C7CCCN7C(=O)C(NC6=O)C(C)C)C)C)C(C)C)C)N)C. Drug 2: C1CN(CCN1C(=O)CCBr)C(=O)CCBr. Synergy scores: CSS=58.4, Synergy_ZIP=-2.60, Synergy_Bliss=-2.67, Synergy_Loewe=-17.4, Synergy_HSA=-0.870. (7) Drug 1: CS(=O)(=O)C1=CC(=C(C=C1)C(=O)NC2=CC(=C(C=C2)Cl)C3=CC=CC=N3)Cl. Drug 2: CS(=O)(=O)CCNCC1=CC=C(O1)C2=CC3=C(C=C2)N=CN=C3NC4=CC(=C(C=C4)OCC5=CC(=CC=C5)F)Cl. Cell line: UACC62. Synergy scores: CSS=3.90, Synergy_ZIP=0.570, Synergy_Bliss=3.65, Synergy_Loewe=1.40, Synergy_HSA=1.98. (8) Drug 1: CC1=C(C(CCC1)(C)C)C=CC(=CC=CC(=CC(=O)O)C)C. Drug 2: C1=CC=C(C=C1)NC(=O)CCCCCCC(=O)NO. Cell line: SR. Synergy scores: CSS=35.2, Synergy_ZIP=1.57, Synergy_Bliss=-0.330, Synergy_Loewe=-44.4, Synergy_HSA=-2.63.